Predict the product of the given reaction. From a dataset of Forward reaction prediction with 1.9M reactions from USPTO patents (1976-2016). Given the reactants [Cl:1][C:2]1[CH:9]=[CH:8][CH:7]=[CH:6][C:3]=1[CH:4]=[O:5].[CH3:10][O:11][C:12]1[CH:18]=[CH:17][C:15]([NH2:16])=[CH:14][C:13]=1[O:19][CH2:20][CH2:21][O:22][CH3:23], predict the reaction product. The product is: [NH2:16][C:15]1[CH:14]=[C:13]([O:19][CH2:20][CH2:21][O:22][CH3:23])[C:12]([O:11][CH3:10])=[CH:18][C:17]=1[C:4]([C:3]1[CH:6]=[CH:7][CH:8]=[CH:9][C:2]=1[Cl:1])=[O:5].